From a dataset of Reaction yield outcomes from USPTO patents with 853,638 reactions. Predict the reaction yield, written as a fraction of the theoretical maximum amount of product (1.0 means a 100% yield; for example, 0.34 means a 34% yield). (1) The reactants are [NH2:1][C:2]1[CH:10]=[C:9]([F:11])[C:8]([Br:12])=[CH:7][C:3]=1[C:4]([OH:6])=O.CN(C(O[N:21]1N=N[C:23]2C=CC=N[C:22]1=2)=[N+](C)C)C.F[P-](F)(F)(F)(F)F.CCN(C(C)C)C(C)C.C(N)C. The catalyst is CN(C=O)C. The product is [NH2:1][C:2]1[CH:10]=[C:9]([F:11])[C:8]([Br:12])=[CH:7][C:3]=1[C:4]([NH:21][CH2:22][CH3:23])=[O:6]. The yield is 0.800. (2) The reactants are C([O:8][CH2:9][CH2:10][NH:11][C:12](=[O:35])[N:13]([C@@H:19]([CH2:28][C:29]1[CH:34]=[CH:33][CH:32]=[CH:31][CH:30]=1)[C:20]([NH:22][CH2:23][CH2:24][N:25]([CH3:27])[CH3:26])=[O:21])[CH2:14][CH2:15][CH:16]([CH3:18])[CH3:17])C1C=CC=CC=1. The catalyst is CO.[OH-].[OH-].[Pd+2]. The product is [CH3:27][N:25]([CH3:26])[CH2:24][CH2:23][NH:22][C:20](=[O:21])[C@@H:19]([N:13]([CH2:14][CH2:15][CH:16]([CH3:17])[CH3:18])[C:12]([NH:11][CH2:10][CH2:9][OH:8])=[O:35])[CH2:28][C:29]1[CH:30]=[CH:31][CH:32]=[CH:33][CH:34]=1. The yield is 0.680.